Task: Predict the reactants needed to synthesize the given product.. Dataset: Retrosynthesis with 50K atom-mapped reactions and 10 reaction types from USPTO (1) Given the product COC(=O)COc1nc(Oc2cc(-n3c(=O)cc(C(F)(F)F)n(C)c3=O)c(F)cc2Cl)ccc1N, predict the reactants needed to synthesize it. The reactants are: COC(=O)COc1nc(Oc2cc(-n3c(=O)cc(C(F)(F)F)n(C)c3=O)c(F)cc2Cl)ccc1[N+](=O)[O-]. (2) Given the product CCOC(=O)c1c(C)nc(NC/C=C/c2cccc(O)c2)nc1C, predict the reactants needed to synthesize it. The reactants are: CCOC(=O)c1c(C)nc(NC/C=C/B2OC(C)(C)C(C)(C)O2)nc1C.Oc1cccc(Br)c1. (3) Given the product Cc1cc(C)n(-c2ccc(NNCCO)nn2)n1, predict the reactants needed to synthesize it. The reactants are: Cc1cc(C)n(-c2ccc(Cl)nn2)n1.NNCCO.